This data is from Reaction yield outcomes from USPTO patents with 853,638 reactions. The task is: Predict the reaction yield, written as a fraction of the theoretical maximum amount of product (1.0 means a 100% yield; for example, 0.34 means a 34% yield). (1) The reactants are [Cl:1][C:2]1[N:7]=[C:6]([C:8]#[N:9])[C:5]([N+:10]([O-])=O)=[CH:4][CH:3]=1.[NH4+].[OH-].[O-:15]S(S([O-])=O)=O.[Na+].[Na+]. The catalyst is O. The product is [NH2:10][C:5]1[C:6]([C:8]([NH2:9])=[O:15])=[N:7][C:2]([Cl:1])=[CH:3][CH:4]=1. The yield is 0.810. (2) The reactants are [OH:1][C:2]1[CH:22]=[CH:21][C:5]([CH2:6][N:7]2[CH2:12][C@@H:11]3[CH2:13][C@H:8]2[CH2:9][N:10]3C(OC(C)(C)C)=O)=[CH:4][CH:3]=1.[ClH:23]. The catalyst is C(Cl)Cl. The product is [ClH:23].[ClH:23].[C@H:8]12[CH2:13][C@H:11]([NH:10][CH2:9]1)[CH2:12][N:7]2[CH2:6][C:5]1[CH:21]=[CH:22][C:2]([OH:1])=[CH:3][CH:4]=1. The yield is 1.00.